This data is from Forward reaction prediction with 1.9M reactions from USPTO patents (1976-2016). The task is: Predict the product of the given reaction. (1) Given the reactants [CH3:1][C:2]1[C:8]([N+:9]([O-:11])=[O:10])=[CH:7][CH:6]=[CH:5][C:3]=1[NH2:4].[N:12]([O-])=O.[Na+].N, predict the reaction product. The product is: [N+:9]([C:8]1[CH:7]=[CH:6][CH:5]=[C:3]2[C:2]=1[CH:1]=[N:12][NH:4]2)([O-:11])=[O:10]. (2) Given the reactants C([O:5][C:6]([CH2:8][N:9]1[CH2:14][CH2:13][CH2:12][N:11]([CH:15]2[CH2:20][CH2:19][N:18]([C:21]([O:23][CH2:24][C:25]3[CH:30]=[CH:29][CH:28]=[CH:27][CH:26]=3)=[O:22])[CH2:17][CH2:16]2)[C:10]1=[O:31])=O)(C)(C)C.[BH4-].[Li+].N, predict the reaction product. The product is: [OH:5][CH2:6][CH2:8][N:9]1[CH2:14][CH2:13][CH2:12][N:11]([CH:15]2[CH2:20][CH2:19][N:18]([C:21]([O:23][CH2:24][C:25]3[CH:26]=[CH:27][CH:28]=[CH:29][CH:30]=3)=[O:22])[CH2:17][CH2:16]2)[C:10]1=[O:31]. (3) Given the reactants [Cl:1][C:2]1[CH:7]=[CH:6][C:5]([C:8]([N:15]2[C:23]3[C:18](=[C:19]([NH:24]C(=O)OC(C)(C)C)[CH:20]=[CH:21][CH:22]=3)[CH:17]=[CH:16]2)([C:11]2([OH:14])[CH2:13][CH2:12]2)[CH2:9][CH3:10])=[CH:4][CH:3]=1, predict the reaction product. The product is: [NH2:24][C:19]1[CH:20]=[CH:21][CH:22]=[C:23]2[C:18]=1[CH:17]=[CH:16][N:15]2[C:8]([C:11]1([OH:14])[CH2:12][CH2:13]1)([C:5]1[CH:4]=[CH:3][C:2]([Cl:1])=[CH:7][CH:6]=1)[CH2:9][CH3:10]. (4) Given the reactants [C:1]1(=O)[NH:5][C:4](=O)[C:3]2=[CH:7][CH:8]=[CH:9][CH:10]=[C:2]12.[NH2:12][C:13]1[CH:18]=[CH:17][CH:16]=[CH:15][N:14]=1.[Fe:19](Cl)Cl, predict the reaction product. The product is: [N:14]1[CH:15]=[CH:16][CH:17]=[CH:18][C:13]=1[N:12]=[C:4]1[C:3]2[C:2](=[CH:10][CH:9]=[CH:8][CH:7]=2)[C:1](=[N:12][C:13]2[CH:18]=[CH:17][CH:16]=[CH:15][N:14]=2)[NH:5]1.[Fe+2:19].